This data is from Reaction yield outcomes from USPTO patents with 853,638 reactions. The task is: Predict the reaction yield, written as a fraction of the theoretical maximum amount of product (1.0 means a 100% yield; for example, 0.34 means a 34% yield). (1) The reactants are [C:1]([N:20]1[CH:24]=[C:23]([CH:25]=[O:26])[N:22]=[CH:21]1)([C:14]1[CH:19]=[CH:18][CH:17]=[CH:16][CH:15]=1)([C:8]1[CH:13]=[CH:12][CH:11]=[CH:10][CH:9]=1)[C:2]1[CH:7]=[CH:6][CH:5]=[CH:4][CH:3]=1.Cl.[C:28]([O:31][CH2:32][CH3:33])(=[O:30])[CH3:29]. The catalyst is CC1CCCO1.C1COCC1. The product is [OH:26][CH:25]([C:23]1[N:22]=[CH:21][N:20]([C:1]([C:14]2[CH:15]=[CH:16][CH:17]=[CH:18][CH:19]=2)([C:8]2[CH:9]=[CH:10][CH:11]=[CH:12][CH:13]=2)[C:2]2[CH:7]=[CH:6][CH:5]=[CH:4][CH:3]=2)[CH:24]=1)[CH2:29][C:28]([O:31][CH2:32][CH3:33])=[O:30]. The yield is 0.830. (2) The reactants are [Br:1][C:2]1[CH:7]=[CH:6][CH:5]=[CH:4][C:3]=1[CH3:8].Cl[C:10]([CH3:18])([CH2:12][CH2:13][C:14](Cl)([CH3:16])[CH3:15])[CH3:11].[Cl-].[Al+3].[Cl-].[Cl-]. The catalyst is ClCCl.CCCCCC.Cl. The product is [Br:1][C:2]1[C:3]([CH3:8])=[CH:4][C:5]2[C:14]([CH3:16])([CH3:15])[CH2:13][CH2:12][C:10]([CH3:18])([CH3:11])[C:6]=2[CH:7]=1. The yield is 0.870.